This data is from Reaction yield outcomes from USPTO patents with 853,638 reactions. The task is: Predict the reaction yield, written as a fraction of the theoretical maximum amount of product (1.0 means a 100% yield; for example, 0.34 means a 34% yield). The reactants are Cl.[CH3:2][O:3][C:4](=[O:27])[C@@H:5]([NH2:26])[CH2:6][C:7]1[CH:12]=[CH:11][C:10]([C:13]2[CH:18]=[CH:17][CH:16]=[CH:15][C:14]=2[O:19][C:20]2[CH:25]=[CH:24][CH:23]=[CH:22][CH:21]=2)=[CH:9][CH:8]=1.[Br:28][C:29]1[CH:30]=[CH:31][C:32]([NH2:38])=[C:33]([CH:37]=1)[C:34](O)=[O:35]. No catalyst specified. The product is [CH3:2][O:3][C:4](=[O:27])[C@@H:5]([NH:26][C:34](=[O:35])[C:33]1[CH:37]=[C:29]([Br:28])[CH:30]=[CH:31][C:32]=1[NH2:38])[CH2:6][C:7]1[CH:8]=[CH:9][C:10]([C:13]2[CH:18]=[CH:17][CH:16]=[CH:15][C:14]=2[O:19][C:20]2[CH:25]=[CH:24][CH:23]=[CH:22][CH:21]=2)=[CH:11][CH:12]=1. The yield is 0.800.